The task is: Predict the reaction yield, written as a fraction of the theoretical maximum amount of product (1.0 means a 100% yield; for example, 0.34 means a 34% yield).. This data is from Reaction yield outcomes from USPTO patents with 853,638 reactions. (1) The reactants are Br[C:2]1[C:7](=[O:8])[N:6]([CH2:9][C:10]2[CH:15]=[CH:14][C:13]([C:16]3[C:17]([C:22]#[N:23])=[CH:18][CH:19]=[CH:20][CH:21]=3)=[CH:12][CH:11]=2)[C:5]([CH2:24][CH2:25][CH3:26])=[N:4][C:3]=1[CH2:27][CH3:28].[CH:29]1([CH2:32][O:33][C:34]2[N:39]=[CH:38][C:37](B(O)O)=[CH:36][CH:35]=2)[CH2:31][CH2:30]1.C(=O)([O-])[O-].[Cs+].[Cs+].O1CCOCC1. The catalyst is C(OCC)(=O)C.C1C=CC(P(C2C=CC=CC=2)[C-]2C=CC=C2)=CC=1.C1C=CC(P(C2C=CC=CC=2)[C-]2C=CC=C2)=CC=1.Cl[Pd]Cl.[Fe+2].ClCCl. The product is [CH:29]1([CH2:32][O:33][C:34]2[N:39]=[CH:38][C:37]([C:2]3[C:7](=[O:8])[N:6]([CH2:9][C:10]4[CH:15]=[CH:14][C:13]([C:16]5[C:17]([C:22]#[N:23])=[CH:18][CH:19]=[CH:20][CH:21]=5)=[CH:12][CH:11]=4)[C:5]([CH2:24][CH2:25][CH3:26])=[N:4][C:3]=3[CH2:27][CH3:28])=[CH:36][CH:35]=2)[CH2:30][CH2:31]1. The yield is 0.860. (2) The reactants are [CH2:1]([O:3][C:4](=[O:18])[CH:5]([C:7]1[C:12]([F:13])=[CH:11][C:10]([O:14][CH2:15][CH3:16])=[CH:9][C:8]=1[F:17])[OH:6])[CH3:2].I[CH3:20]. The catalyst is C1(C)C=CC=CC=1.[Ag-]=O. The product is [CH2:1]([O:3][C:4](=[O:18])[CH:5]([C:7]1[C:12]([F:13])=[CH:11][C:10]([O:14][CH2:15][CH3:16])=[CH:9][C:8]=1[F:17])[O:6][CH3:20])[CH3:2]. The yield is 0.970. (3) The reactants are [Cl:1][C:2]1[N:7]=[C:6]([Cl:8])[C:5]([C:9]#[N:10])=[CH:4][N:3]=1.[NH2:11][C@H:12]1[CH2:17][CH2:16][CH2:15][C@@H:14]([OH:18])[CH2:13]1.CCN(C(C)C)C(C)C. The catalyst is C(O)C. The product is [Cl:8][C:6]1[C:5]([C:9]#[N:10])=[CH:4][N:3]=[C:2]([NH:11][C@@H:12]2[CH2:17][CH2:16][CH2:15][C@H:14]([OH:18])[CH2:13]2)[N:7]=1.[Cl:1][C:2]1[N:7]=[C:6]([NH:11][C@@H:12]2[CH2:17][CH2:16][CH2:15][C@H:14]([OH:18])[CH2:13]2)[C:5]([C:9]#[N:10])=[CH:4][N:3]=1. The yield is 0.460. (4) The reactants are [CH3:1][O:2][C:3]1[C:8]([O:9][CH3:10])=[CH:7][CH:6]=[CH:5][C:4]=1[CH2:11][CH:12]=[CH:13][C:14]([O:16]CC)=[O:15].[OH-].[Na+]. The catalyst is CO. The product is [CH3:1][O:2][C:3]1[C:8]([O:9][CH3:10])=[CH:7][CH:6]=[CH:5][C:4]=1[CH2:11][CH2:12][CH2:13][C:14]([OH:16])=[O:15]. The yield is 0.960. (5) No catalyst specified. The product is [CH3:26][CH:27]([CH3:40])[CH2:28][N:29]([CH2:2][C:3]1[N:7]([CH2:8][C@H:9]2[CH2:14][CH2:13][CH2:12][N:11]([C:15]([O:17][C:18]([CH3:21])([CH3:20])[CH3:19])=[O:16])[CH2:10]2)[C:6]2[CH:22]=[CH:23][CH:24]=[CH:25][C:5]=2[N:4]=1)[C@@H:30]1[C:39]2[N:38]=[CH:37][CH:36]=[CH:35][C:34]=2[CH2:33][CH2:32][CH2:31]1. The yield is 0.580. The reactants are Cl[CH2:2][C:3]1[N:7]([CH2:8][C@H:9]2[CH2:14][CH2:13][CH2:12][N:11]([C:15]([O:17][C:18]([CH3:21])([CH3:20])[CH3:19])=[O:16])[CH2:10]2)[C:6]2[CH:22]=[CH:23][CH:24]=[CH:25][C:5]=2[N:4]=1.[CH3:26][CH:27]([CH3:40])[CH2:28][NH:29][C@@H:30]1[C:39]2[N:38]=[CH:37][CH:36]=[CH:35][C:34]=2[CH2:33][CH2:32][CH2:31]1.CN(CC1N(C[C@@H]2CCCN(C(OC(C)(C)C)=O)C2)C2C=CC=CC=2N=1)[C@@H]1C2N=CC=CC=2CCC1.